From a dataset of Full USPTO retrosynthesis dataset with 1.9M reactions from patents (1976-2016). Predict the reactants needed to synthesize the given product. (1) Given the product [Br:14][C:12]1[CH:13]=[C:8]2[C:7]([C:15]3[O:19][CH:18]=[N:17][CH:16]=3)=[CH:6][NH:5][C:9]2=[N:10][CH:11]=1, predict the reactants needed to synthesize it. The reactants are: CN(C)C([N:5]1[C:9]2=[N:10][CH:11]=[C:12]([Br:14])[CH:13]=[C:8]2[C:7]([C:15]2[O:19][CH:18]=[N:17][CH:16]=2)=[CH:6]1)=O.[OH-].[Na+]. (2) Given the product [CH3:26][C:25]1[CH:27]=[CH:28][C:22]([S:19]([O:11][CH2:10][CH2:9][C:3]2[CH:4]=[CH:5][CH:6]=[C:7]([F:8])[C:2]=2[F:1])(=[O:21])=[O:20])=[CH:23][CH:24]=1, predict the reactants needed to synthesize it. The reactants are: [F:1][C:2]1[C:7]([F:8])=[CH:6][CH:5]=[CH:4][C:3]=1[CH2:9][CH2:10][OH:11].CCN(CC)CC.[S:19](Cl)([C:22]1[CH:28]=[CH:27][C:25]([CH3:26])=[CH:24][CH:23]=1)(=[O:21])=[O:20]. (3) The reactants are: Cl.[CH3:2][C:3]1[CH:4]=[CH:5][C:6]([C:10](Cl)=[O:11])=[N:7][C:8]=1[CH3:9].[CH2:13]([O:15][C:16](=[O:26])[CH:17]=[CH:18][NH:19][C:20]1[CH:25]=[CH:24][CH:23]=[CH:22][CH:21]=1)[CH3:14].[H-].[Na+].O1CCCC1. Given the product [CH2:13]([O:15][C:16](=[O:26])[C:17]([C:10]([C:6]1[CH:5]=[CH:4][C:3]([CH3:2])=[C:8]([CH3:9])[N:7]=1)=[O:11])=[CH:18][NH:19][C:20]1[CH:25]=[CH:24][CH:23]=[CH:22][CH:21]=1)[CH3:14], predict the reactants needed to synthesize it. (4) Given the product [C:18]1([C:10]2[NH:11][C:12]3[C:17]([C:9]=2[C:6]2[CH:5]=[CH:4][C:3]([OH:2])=[CH:8][CH:7]=2)=[CH:16][CH:15]=[CH:14][CH:13]=3)[CH:19]=[CH:20][CH:21]=[CH:22][CH:23]=1, predict the reactants needed to synthesize it. The reactants are: C[O:2][C:3]1[CH:8]=[CH:7][C:6]([C:9]2[C:17]3[C:12](=[CH:13][CH:14]=[CH:15][CH:16]=3)[NH:11][C:10]=2[C:18]2[CH:23]=[CH:22][CH:21]=[CH:20][CH:19]=2)=[CH:5][CH:4]=1.B(Br)(Br)Br.CO. (5) Given the product [C:5]([N:37]1[CH2:38][CH2:39][N:34]([C:26]2[CH:27]=[C:28]([F:33])[C:29]([O:31][CH3:32])=[CH:30][C:25]=2[F:24])[CH2:35][CH2:36]1)(=[O:4])[CH2:10][CH2:9][CH2:8][CH2:7][CH2:6][CH2:17][CH2:18][CH2:19][CH3:20], predict the reactants needed to synthesize it. The reactants are: Cl.Cl.C[O:4][C:5]1[CH:10]=[CH:9][C:8](N2CCNCC2)=[CH:7][CH:6]=1.[C:17](Cl)(=O)[CH2:18][CH:19](C)[CH3:20].[F:24][C:25]1[CH:30]=[C:29]([O:31][CH3:32])[C:28]([F:33])=[CH:27][C:26]=1[N:34]1[CH2:39][CH2:38][NH:37][CH2:36][CH2:35]1. (6) Given the product [O:35]1[CH2:16][CH2:15][CH:14]([O:1][N:2]2[C:3](=[O:12])[C:4]3[C:5](=[CH:8][CH:9]=[CH:10][CH:11]=3)[C:6]2=[O:7])[CH2:13]1, predict the reactants needed to synthesize it. The reactants are: [OH:1][N:2]1[C:6](=[O:7])[C:5]2=[CH:8][CH:9]=[CH:10][CH:11]=[C:4]2[C:3]1=[O:12].[C:13]1(P([C:14]2[CH:13]=CC=[CH:16][CH:15]=2)[C:14]2[CH:13]=CC=[CH:16][CH:15]=2)C=C[CH:16]=[CH:15][CH:14]=1.CC([O:35]C(/N=N/C(OC(C)C)=O)=O)C.